Predict the reaction yield, written as a fraction of the theoretical maximum amount of product (1.0 means a 100% yield; for example, 0.34 means a 34% yield). From a dataset of Reaction yield outcomes from USPTO patents with 853,638 reactions. (1) The reactants are [OH:1][CH:2]1[CH2:7][CH2:6][N:5]([C:8]([O:10][C:11]([CH3:14])([CH3:13])[CH3:12])=[O:9])[CH2:4][CH2:3]1.[F:15][C:16]1[CH:17]=[C:18](O)[CH:19]=[CH:20][CH:21]=1.C1(P(C2C=CC=CC=2)C2C=CC=CC=2)C=CC=CC=1. The catalyst is C1COCC1. The product is [F:15][C:16]1[CH:21]=[C:20]([O:1][CH:2]2[CH2:3][CH2:4][N:5]([C:8]([O:10][C:11]([CH3:14])([CH3:13])[CH3:12])=[O:9])[CH2:6][CH2:7]2)[CH:19]=[CH:18][CH:17]=1. The yield is 0.870. (2) The reactants are [F:1][C:2]1[CH:7]=[C:6]([C:8]2[S:12][C:11]([C:13]3[CH:18]=[CH:17][C:16]([S:19][CH3:20])=[CH:15][CH:14]=3)=[N:10][C:9]=2[C:21]2[CH:26]=[CH:25][CH:24]=[C:23]([CH3:27])[CH:22]=2)[CH:5]=[CH:4][N:3]=1.ClC1C=CC=C(C(OO)=[O:36])C=1.[OH-:39].[Na+]. The catalyst is CN(C)C=O. The product is [F:1][C:2]1[CH:7]=[C:6]([C:8]2[S:12][C:11]([C:13]3[CH:14]=[CH:15][C:16]([S:19]([CH3:20])(=[O:36])=[O:39])=[CH:17][CH:18]=3)=[N:10][C:9]=2[C:21]2[CH:26]=[CH:25][CH:24]=[C:23]([CH3:27])[CH:22]=2)[CH:5]=[CH:4][N:3]=1. The yield is 0.850. (3) The reactants are Cl.[Cl:2][C:3]1[C:8]([Cl:9])=[CH:7][CH:6]=[CH:5][C:4]=1[N:10]1[CH2:16][CH2:15][CH2:14][N:13](C(OC(C)(C)C)=O)[CH2:12][CH2:11]1. The catalyst is CCOC(C)=O. The product is [ClH:2].[Cl:2][C:3]1[C:8]([Cl:9])=[CH:7][CH:6]=[CH:5][C:4]=1[N:10]1[CH2:16][CH2:15][CH2:14][NH:13][CH2:12][CH2:11]1. The yield is 0.900. (4) The reactants are IC.[Br:3][C:4]1[CH:13]=[C:12]2[C:7]([CH2:8][CH2:9][CH:10]([CH3:20])[C:11]32[C:17](=[O:18])[NH:16][C:15](=[O:19])[NH:14]3)=[CH:6][CH:5]=1.[C:21]([O-])([O-])=O.[K+].[K+].CN(C=O)C. The catalyst is CCOC(C)=O.O. The product is [Br:3][C:4]1[CH:13]=[C:12]2[C:7]([CH2:8][CH2:9][CH:10]([CH3:20])[C:11]32[C:17](=[O:18])[N:16]([CH3:21])[C:15](=[O:19])[NH:14]3)=[CH:6][CH:5]=1. The yield is 0.780. (5) The reactants are [CH:1]1[C:13]2[C:12](=[CH:14][C:15]([NH:17][CH2:18][CH2:19][CH2:20][CH2:21][CH2:22][C:23](O)=[O:24])=[O:16])[C:11]3[C:6](=[CH:7][CH:8]=[CH:9][CH:10]=3)[C:5]=2[CH:4]=[CH:3][CH:2]=1.Cl.C(N=C=NCCCN(C)C)C.OC1C2N=NNC=2C=CC=1.C(N(CC)CC)C.[F:55][C:56]1[CH:61]=[CH:60][C:59]([NH2:62])=[C:58]([NH2:63])[CH:57]=1. The catalyst is [Cl-].[Na+].O.CN(C=O)C. The product is [CH:10]1[C:11]2[C:12](=[CH:14][C:15]([NH:17][CH2:18][CH2:19][CH2:20][CH2:21][CH2:22][C:23]([NH:62][C:59]3[CH:60]=[CH:61][C:56]([F:55])=[CH:57][C:58]=3[NH2:63])=[O:24])=[O:16])[C:13]3[C:5](=[CH:4][CH:3]=[CH:2][CH:1]=3)[C:6]=2[CH:7]=[CH:8][CH:9]=1. The yield is 0.790.